Task: Predict the product of the given reaction.. Dataset: Forward reaction prediction with 1.9M reactions from USPTO patents (1976-2016) (1) Given the reactants [CH2:1]([Li])CCC.[CH3:6][CH2:7][CH2:8][CH2:9][CH2:10][CH3:11].O1CCCC1.C([O:20][B:21]([CH:26]([CH3:28])[CH3:27])[O:22]C(C)C)(C)C.[OH2:29], predict the reaction product. The product is: [OH:29][C:7]([CH3:1])([CH3:6])[CH2:8][C:9]1[CH:27]=[C:26]([B:21]([OH:22])[OH:20])[CH:28]=[CH:11][CH:10]=1. (2) Given the reactants [Br:1]Br.[NH2:3][C:4]1[CH:14]=[CH:13][C:7]([C:8]([O:10][CH2:11][CH3:12])=[O:9])=[CH:6][CH:5]=1, predict the reaction product. The product is: [NH2:3][C:4]1[CH:5]=[CH:6][C:7]([C:8]([O:10][CH2:11][CH3:12])=[O:9])=[CH:13][C:14]=1[Br:1]. (3) The product is: [CH3:21][O:20][C:14]1[CH:13]=[C:12]([NH:11][C:4]2[C:5]3[N:10]=[CH:9][S:8][C:6]=3[N:7]=[C:2]([C:39]3[CH:40]=[C:35](/[C:23](/[F:22])=[CH:24]/[C:25]4[CH:26]=[CH:27][C:28]([C:29]([O:31][CH3:32])=[O:30])=[CH:33][CH:34]=4)[CH:36]=[CH:37][CH:38]=3)[N:3]=2)[CH:17]=[CH:16][C:15]=1[O:18][CH3:19]. Given the reactants Cl[C:2]1[N:3]=[C:4]([NH:11][C:12]2[CH:17]=[CH:16][C:15]([O:18][CH3:19])=[C:14]([O:20][CH3:21])[CH:13]=2)[C:5]2[N:10]=[CH:9][S:8][C:6]=2[N:7]=1.[F:22]/[C:23](/[C:35]1[CH:40]=[CH:39][CH:38]=[C:37](B2OC(C)(C)C(C)(C)O2)[CH:36]=1)=[CH:24]\[C:25]1[CH:34]=[CH:33][C:28]([C:29]([O:31][CH3:32])=[O:30])=[CH:27][CH:26]=1.C([O-])([O-])=O.[Na+].[Na+].O, predict the reaction product. (4) Given the reactants [CH3:1][Si:2]([CH3:17])([CH3:16])[CH2:3][CH2:4][O:5][C:6](=[O:15])[CH2:7][C@@H:8]([CH3:14])[CH2:9][C:10]([O:12]C)=[O:11].O.[OH-].[Li+].[Cl-].[NH4+].C(OCC)(=O)C, predict the reaction product. The product is: [CH3:17][Si:2]([CH3:1])([CH3:16])[CH2:3][CH2:4][O:5][C:6](=[O:15])[CH2:7][C@@H:8]([CH3:14])[CH2:9][C:10]([OH:12])=[O:11]. (5) Given the reactants [CH:1]1([S:7]([N:10]2[C:18]3[C:13](=[CH:14][C:15]([N+:19]([O-])=O)=[CH:16][CH:17]=3)[C:12]([C:22]3[CH2:23][CH2:24][N:25]([CH3:28])[CH2:26][CH:27]=3)=[CH:11]2)(=[O:9])=[O:8])[CH2:6][CH2:5][CH2:4][CH2:3][CH2:2]1, predict the reaction product. The product is: [NH2:19][C:15]1[CH:14]=[C:13]2[C:18](=[CH:17][CH:16]=1)[N:10]([S:7]([CH:1]1[CH2:2][CH2:3][CH2:4][CH2:5][CH2:6]1)(=[O:9])=[O:8])[CH:11]=[C:12]2[C:22]1[CH2:23][CH2:24][N:25]([CH3:28])[CH2:26][CH:27]=1. (6) The product is: [C:2]([N:6]1[CH2:7][CH2:8][CH:9]([C:12]2[CH:21]=[C:20]3[C:15]([CH:16]=[CH:17][C:18](=[O:30])[N:19]3[C:22]3[C:23]([Cl:29])=[CH:24][CH:25]=[CH:26][C:27]=3[Cl:28])=[C:14]([C:31]3[CH:32]=[CH:33][C:34]([F:37])=[CH:35][CH:36]=3)[CH:13]=2)[CH2:10][CH2:11]1)([CH3:5])([CH3:3])[CH3:4]. Given the reactants Cl.[C:2]([N:6]1[CH2:11][CH:10]=[C:9]([C:12]2[CH:21]=[C:20]3[C:15]([CH:16]=[CH:17][C:18](=[O:30])[N:19]3[C:22]3[C:27]([Cl:28])=[CH:26][CH:25]=[CH:24][C:23]=3[Cl:29])=[C:14]([C:31]3[CH:36]=[CH:35][C:34]([F:37])=[CH:33][CH:32]=3)[CH:13]=2)[CH2:8][CH2:7]1)([CH3:5])([CH3:4])[CH3:3].C(O)(C(F)(F)F)=O, predict the reaction product. (7) Given the reactants [OH:1][C:2]1[CH:3]=[C:4]([CH:14]=[C:15]([O:17][C@H:18]2[CH2:22][CH2:21][O:20][CH2:19]2)[CH:16]=1)[C:5]([NH:7][C:8]1[CH:12]=[CH:11][N:10]([CH3:13])[N:9]=1)=[O:6].[N:23]1([C:27]([C:29]2[CH:34]=[N:33][C:32](Cl)=[CH:31][N:30]=2)=[O:28])[CH2:26][CH2:25][CH2:24]1.C(=O)([O-])[O-].[Cs+].[Cs+], predict the reaction product. The product is: [N:23]1([C:27]([C:29]2[N:30]=[CH:31][C:32]([O:1][C:2]3[CH:3]=[C:4]([CH:14]=[C:15]([O:17][C@H:18]4[CH2:22][CH2:21][O:20][CH2:19]4)[CH:16]=3)[C:5]([NH:7][C:8]3[CH:12]=[CH:11][N:10]([CH3:13])[N:9]=3)=[O:6])=[N:33][CH:34]=2)=[O:28])[CH2:26][CH2:25][CH2:24]1.